This data is from Full USPTO retrosynthesis dataset with 1.9M reactions from patents (1976-2016). The task is: Predict the reactants needed to synthesize the given product. (1) Given the product [Cl:28][C:26]1[CH:25]=[CH:24][C:23]([C:29]([F:30])([F:31])[F:32])=[C:22]([CH:27]=1)[CH2:21][O:18][C:10]1[C:9]([F:19])=[C:8]([C:5]2[N:6]=[CH:7][C:2]([NH2:1])=[N:3][CH:4]=2)[CH:13]=[CH:12][C:11]=1[CH:14]1[CH2:15][CH2:16][CH2:17]1, predict the reactants needed to synthesize it. The reactants are: [NH2:1][C:2]1[N:3]=[CH:4][C:5]([C:8]2[C:9]([F:19])=[C:10]([OH:18])[C:11]([CH:14]3[CH2:17][CH2:16][CH2:15]3)=[CH:12][CH:13]=2)=[N:6][CH:7]=1.Br[CH2:21][C:22]1[CH:27]=[C:26]([Cl:28])[CH:25]=[CH:24][C:23]=1[C:29]([F:32])([F:31])[F:30]. (2) The reactants are: [F:1][C@H:2]1[C@@H:7]([O:8][C:9]2[CH:16]=[CH:15][C:14]([C:17]3[N:22]=[C:21]([NH:23][C:24]4[CH:29]=[CH:28][C:27]([N:30]5[CH2:35][CH2:34][N:33]([CH:36]6[CH2:39][O:38][CH2:37]6)[CH2:32][CH2:31]5)=[CH:26][CH:25]=4)[N:20]=[CH:19][N:18]=3)=[CH:13][C:10]=2[C:11]#[N:12])[CH2:6][CH2:5][NH:4][CH2:3]1.[OH:40][C@@H:41]([CH3:45])[C:42](O)=[O:43].CN(C(ON1N=NC2C=CC=NC1=2)=[N+](C)C)C.F[P-](F)(F)(F)(F)F.C(N(CC)CC)C. Given the product [F:1][C@H:2]1[C@@H:7]([O:8][C:9]2[CH:16]=[CH:15][C:14]([C:17]3[N:22]=[C:21]([NH:23][C:24]4[CH:29]=[CH:28][C:27]([N:30]5[CH2:31][CH2:32][N:33]([CH:36]6[CH2:39][O:38][CH2:37]6)[CH2:34][CH2:35]5)=[CH:26][CH:25]=4)[N:20]=[CH:19][N:18]=3)=[CH:13][C:10]=2[C:11]#[N:12])[CH2:6][CH2:5][N:4]([C:42](=[O:43])[C@@H:41]([OH:40])[CH3:45])[CH2:3]1, predict the reactants needed to synthesize it.